From a dataset of Full USPTO retrosynthesis dataset with 1.9M reactions from patents (1976-2016). Predict the reactants needed to synthesize the given product. (1) The reactants are: [CH2:1]([NH2:4])[CH2:2][CH3:3].C(N(CC)C(C)C)(C)C.[N:14]1[C:21](Cl)=[N:20][C:18](Cl)=[N:17][C:15]=1[Cl:16].Cl.[CH3:24][O:25][NH:26][CH3:27]. Given the product [Cl:16][C:15]1[N:14]=[C:21]([NH:4][CH2:1][CH2:2][CH3:3])[N:20]=[C:18]([N:26]([CH3:27])[O:25][CH3:24])[N:17]=1, predict the reactants needed to synthesize it. (2) Given the product [CH2:25]([N:2]([CH3:1])[C:3]([N:5]1[CH:9]([C:10]2[CH:15]=[CH:14][CH:13]=[CH:12][CH:11]=2)[CH:8]2[CH2:16][O:17][C:18]3[CH:19]=[CH:20][C:21]([F:24])=[CH:22][C:23]=3[C:7]2=[N:6]1)=[O:4])[CH:26]([CH3:27])[CH3:32], predict the reactants needed to synthesize it. The reactants are: [CH3:1][N:2]([CH:25]1CCN(C)[CH2:27][CH2:26]1)[C:3]([N:5]1[CH:9]([C:10]2[CH:15]=[CH:14][CH:13]=[CH:12][CH:11]=2)[CH:8]2[CH2:16][O:17][C:18]3[CH:19]=[CH:20][C:21]([F:24])=[CH:22][C:23]=3[C:7]2=[N:6]1)=[O:4].[CH3:32]NCC(C)C. (3) Given the product [O:20]1[CH2:21][CH2:22][O:23][CH2:24][CH:19]1[C:18]1[C:12]2[S:11][C:10]([NH:9][C:7](=[O:8])[C:6]3[CH:27]=[CH:28][N:29]=[C:4]([O:34][CH2:33][CH2:32][O:31][CH3:30])[CH:5]=3)=[N:14][C:13]=2[C:15]([O:25][CH3:26])=[CH:16][CH:17]=1, predict the reactants needed to synthesize it. The reactants are: [H-].[Na+].Br[C:4]1[CH:5]=[C:6]([CH:27]=[CH:28][N:29]=1)[C:7]([NH:9][C:10]1[S:11][C:12]2[C:18]([CH:19]3[CH2:24][O:23][CH2:22][CH2:21][O:20]3)=[CH:17][CH:16]=[C:15]([O:25][CH3:26])[C:13]=2[N:14]=1)=[O:8].[CH3:30][O:31][CH2:32][CH2:33][OH:34].C(Cl)(Cl)Cl. (4) Given the product [C:1]([C:3]1[C:4](=[O:5])[N:6]([C:14]2[CH:15]=[CH:16][C:17]([C:20]([CH3:26])([CH3:25])[C:21]([O:23][CH3:24])=[O:22])=[CH:18][CH:19]=2)[CH2:7][CH2:8][C:9]=1[OH:11])#[N:2], predict the reactants needed to synthesize it. The reactants are: [C:1]([CH2:3][C:4]([N:6]([C:14]1[CH:19]=[CH:18][C:17]([C:20]([CH3:26])([CH3:25])[C:21]([O:23][CH3:24])=[O:22])=[CH:16][CH:15]=1)[CH2:7][CH2:8][C:9]([O:11]CC)=O)=[O:5])#[N:2].CCCCCCC=CCCC. (5) Given the product [F:1][C:2]([F:31])([F:30])[C:3]1[CH:29]=[CH:28][C:6]([C:7]2[C:9]3[C:10](=[CH:11][N:12]=[CH:13][CH:14]=3)[CH2:15][CH2:16][N:17]=2)=[CH:5][CH:4]=1, predict the reactants needed to synthesize it. The reactants are: [F:1][C:2]([F:31])([F:30])[C:3]1[CH:29]=[CH:28][C:6]([C:7]([C:9]2[CH:14]=[CH:13][N:12]=[CH:11][C:10]=2[CH2:15][CH2:16][N:17]2C(=O)C3C(=CC=CC=3)C2=O)=O)=[CH:5][CH:4]=1.O.NN. (6) Given the product [CH3:16][N:14]([CH3:15])[C:12](=[O:13])[C:11]1[CH:17]=[CH:18][CH:19]=[C:9]([CH2:8][CH2:7][C:4]2[NH:5][N:6]=[C:2]([NH:1][C:21]3[CH:26]=[CH:25][N:24]=[C:23]([NH:27][CH2:28][C:29]4[O:33][N:32]=[C:31]([CH3:34])[CH:30]=4)[N:22]=3)[CH:3]=2)[CH:10]=1, predict the reactants needed to synthesize it. The reactants are: [NH2:1][C:2]1[CH:3]=[C:4]([CH2:7][CH2:8][C:9]2[CH:10]=[C:11]([CH:17]=[CH:18][CH:19]=2)[C:12]([N:14]([CH3:16])[CH3:15])=[O:13])[NH:5][N:6]=1.Cl[C:21]1[CH:26]=[CH:25][N:24]=[C:23]([NH:27][CH2:28][C:29]2[O:33][N:32]=[C:31]([CH3:34])[CH:30]=2)[N:22]=1. (7) Given the product [CH3:1][C:2]1[CH:41]=[C:40]([CH3:42])[CH:39]=[CH:38][C:3]=1[O:4][CH2:5][C@H:6]([OH:37])[CH2:7][NH:8][C:9]1[NH:10][CH2:11][NH:12][C:13](=[O:36])[C:14]=1[C:15]1[NH:26][C:25]2[C:17](=[CH:18][C:19]3[CH2:20][N:21]([CH:28]4[CH2:29][CH2:30][N:31]([CH3:34])[CH2:32][CH2:33]4)[C:22](=[O:27])[C:23]=3[CH:24]=2)[N:16]=1, predict the reactants needed to synthesize it. The reactants are: [CH3:1][C:2]1[CH:41]=[C:40]([CH3:42])[CH:39]=[CH:38][C:3]=1[O:4][CH2:5][C@H:6]([OH:37])[CH2:7][NH:8][C:9]1[N:10]=[CH:11][NH:12][C:13](=[O:36])[C:14]=1[C:15]1[NH:16][C:17]2[C:25]([N:26]=1)=[CH:24][C:23]1[C:22](=[O:27])[N:21]([CH:28]3[CH2:33][CH2:32][N:31]([CH3:34])[CH2:30][CH2:29]3)[C:20](=O)[C:19]=1[CH:18]=2. (8) The reactants are: [CH3:1][O:2][CH:3]([O:9][CH3:10])[CH2:4][C:5]1([OH:8])[CH2:7][CH2:6]1.N1C=CC=CC=1.[C:17](OC(=O)C)(=[O:19])[CH3:18]. Given the product [C:17]([O:8][C:5]1([CH2:4][CH:3]([O:9][CH3:10])[O:2][CH3:1])[CH2:7][CH2:6]1)(=[O:19])[CH3:18], predict the reactants needed to synthesize it. (9) Given the product [NH2:1][C:2]1[CH:7]=[CH:6][C:5]([CH:8]2[CH2:12][NH:11][C:10](=[O:13])[CH2:9]2)=[CH:4][C:3]=1[O:14][CH3:15], predict the reactants needed to synthesize it. The reactants are: [NH2:1][C:2]1[CH:7]=[CH:6][C:5]([C:8]2[CH2:12][NH:11][C:10](=[O:13])[CH:9]=2)=[CH:4][C:3]=1[O:14][CH3:15]. (10) Given the product [F:1][C:2]1[C:7]2[N:8]=[CH:9][S:10][C:6]=2[C:5]([OH:11])=[CH:4][CH:3]=1, predict the reactants needed to synthesize it. The reactants are: [F:1][C:2]1[C:7]2[N:8]=[CH:9][S:10][C:6]=2[C:5]([O:11]C)=[CH:4][CH:3]=1.[Cl-].[Al+3].[Cl-].[Cl-].